This data is from Catalyst prediction with 721,799 reactions and 888 catalyst types from USPTO. The task is: Predict which catalyst facilitates the given reaction. (1) Reactant: [CH2:1]([NH:8][CH:9]1[CH2:14][CH2:13][N:12]([C:15]([O:17][C:18]([CH3:21])([CH3:20])[CH3:19])=[O:16])[CH2:11][CH2:10]1)[C:2]1[CH:7]=[CH:6][CH:5]=[CH:4][CH:3]=1.CCN(CC)CC.[C:29](Cl)(=[O:31])[CH3:30]. Product: [CH2:1]([N:8]([CH:9]1[CH2:14][CH2:13][N:12]([C:15]([O:17][C:18]([CH3:21])([CH3:20])[CH3:19])=[O:16])[CH2:11][CH2:10]1)[C:29](=[O:31])[CH3:30])[C:2]1[CH:3]=[CH:4][CH:5]=[CH:6][CH:7]=1. The catalyst class is: 2. (2) Reactant: [CH3:1][O:2][C:3]1[CH:17]=[C:16]([O:18][CH3:19])[CH:15]=[CH:14][C:4]=1[CH2:5][N:6]1[C:10](=[O:11])[CH2:9][NH:8][S:7]1(=[O:13])=[O:12].[CH2:20]([O:22][CH:23]([O:31][CH2:32][CH3:33])[C:24]1[S:28][C:27]([CH2:29]O)=[CH:26][CH:25]=1)[CH3:21].C1(P(C2C=CC=CC=2)C2C=CC=CC=2)C=CC=CC=1.N(C(OCC)=O)=NC(OCC)=O. Product: [CH2:32]([O:31][CH:23]([O:22][CH2:20][CH3:21])[C:24]1[S:28][C:27]([CH2:29][N:8]2[S:7](=[O:13])(=[O:12])[N:6]([CH2:5][C:4]3[CH:14]=[CH:15][C:16]([O:18][CH3:19])=[CH:17][C:3]=3[O:2][CH3:1])[C:10](=[O:11])[CH2:9]2)=[CH:26][CH:25]=1)[CH3:33]. The catalyst class is: 1.